Dataset: Full USPTO retrosynthesis dataset with 1.9M reactions from patents (1976-2016). Task: Predict the reactants needed to synthesize the given product. (1) Given the product [OH:24][CH2:25][CH2:26][NH:27][C:2]([NH:1][CH2:4][CH:5]1[C:13]2[C:8](=[CH:9][CH:10]=[CH:11][CH:12]=2)[C:7](=[C:14]2[C:22]3[C:17](=[CH:18][CH:19]=[CH:20][CH:21]=3)[NH:16][C:15]2=[O:23])[O:6]1)=[O:3], predict the reactants needed to synthesize it. The reactants are: [N:1]([CH2:4][CH:5]1[C:13]2[C:8](=[CH:9][CH:10]=[CH:11][CH:12]=2)[C:7](=[C:14]2[C:22]3[C:17](=[CH:18][CH:19]=[CH:20][CH:21]=3)[NH:16][C:15]2=[O:23])[O:6]1)=[C:2]=[O:3].[OH:24][CH2:25][CH2:26][NH2:27]. (2) Given the product [Cl:1][C:2]1[N:7]=[N:6][C:5]([NH:8][S:9]([CH2:12][C:13]2[CH:14]=[C:15]([F:20])[CH:16]=[C:17]([Cl:22])[CH:18]=2)(=[O:11])=[O:10])=[C:4]([OH:21])[CH:3]=1, predict the reactants needed to synthesize it. The reactants are: [Cl:1][C:2]1[N:7]=[N:6][C:5]([NH:8][S:9]([CH2:12][C:13]2[CH:18]=[CH:17][C:16](F)=[C:15]([F:20])[CH:14]=2)(=[O:11])=[O:10])=[C:4]([OH:21])[CH:3]=1.[Cl:22]C1C=C(CS(Cl)(=O)=O)C=C(F)C=1.FC1C=C(CS(Cl)(=O)=O)C=CC=1F. (3) Given the product [O:13]1[C:14]2[CH:20]=[CH:19][CH:18]=[CH:17][C:15]=2[N:16]=[C:12]1[C:9]1[CH:10]=[CH:11][C:5]2[N:4]([CH:1]3[CH2:2][CH2:3]3)[C:23]([CH3:24])=[N:7][C:6]=2[CH:8]=1, predict the reactants needed to synthesize it. The reactants are: [CH:1]1([NH:4][C:5]2[CH:11]=[CH:10][C:9]([C:12]3[O:13][C:14]4[CH:20]=[CH:19][CH:18]=[CH:17][C:15]=4[N:16]=3)=[CH:8][C:6]=2[NH2:7])[CH2:3][CH2:2]1.CO[C:23](OC)(OC)[CH3:24]. (4) Given the product [F:33][C:34]([F:39])([F:38])[C:35]([OH:37])=[O:36].[CH3:31][O:30][C:28](=[O:29])[CH2:27][C:18]1[C:17]([CH3:32])=[C:16]([C:14]([N:11]2[CH2:12][CH2:13][NH:8][CH2:9][CH2:10]2)=[O:15])[C:25]2[C:20](=[CH:21][CH:22]=[C:23]([F:26])[CH:24]=2)[CH:19]=1, predict the reactants needed to synthesize it. The reactants are: C(OC([N:8]1[CH2:13][CH2:12][N:11]([C:14]([C:16]2[C:25]3[C:20](=[CH:21][CH:22]=[C:23]([F:26])[CH:24]=3)[CH:19]=[C:18]([CH2:27][C:28]([O:30][CH3:31])=[O:29])[C:17]=2[CH3:32])=[O:15])[CH2:10][CH2:9]1)=O)(C)(C)C.[F:33][C:34]([F:39])([F:38])[C:35]([OH:37])=[O:36]. (5) Given the product [C:15]1([CH:14]2[C:5]3=[N:4][NH:3][C:2](=[O:1])[C:11]4[CH:10]=[CH:9][CH:8]=[C:7]([C:6]=43)[NH:12][CH:13]2[C:21]2[CH:22]=[CH:23][C:24]([CH2:25][N:33]3[CH2:38][CH2:37][NH:36][CH2:35][CH2:34]3)=[CH:27][CH:28]=2)[CH:20]=[CH:19][CH:18]=[CH:17][CH:16]=1, predict the reactants needed to synthesize it. The reactants are: [O:1]=[C:2]1[C:11]2[CH:10]=[CH:9][CH:8]=[C:7]3[NH:12][CH:13]([C:21]4[CH:28]=[CH:27][C:24]([CH:25]=O)=[CH:23][CH:22]=4)[CH:14]([C:15]4[CH:20]=[CH:19][CH:18]=[CH:17][CH:16]=4)[C:5]([C:6]=23)=[N:4][NH:3]1.C(O)(=O)C.[N:33]1(C(OC(C)(C)C)=O)[CH2:38][CH2:37][NH:36][CH2:35][CH2:34]1.[BH-](OC(C)=O)(OC(C)=O)OC(C)=O.[Na+]. (6) Given the product [Cl:29][C:23]1[CH:24]=[CH:25][CH:26]=[C:27]([Cl:28])[C:22]=1[C:21]1[C:15]2[O:14][CH:13]([CH2:12][NH:33][CH2:31][CH3:32])[CH2:17][C:16]=2[CH:18]=[C:19]([F:30])[CH:20]=1, predict the reactants needed to synthesize it. The reactants are: CC1C=CC(S(O[CH2:12][CH:13]2[CH2:17][C:16]3[CH:18]=[C:19]([F:30])[CH:20]=[C:21]([C:22]4[C:27]([Cl:28])=[CH:26][CH:25]=[CH:24][C:23]=4[Cl:29])[C:15]=3[O:14]2)(=O)=O)=CC=1.[CH2:31]([NH2:33])[CH3:32]. (7) Given the product [CH2:57]([O:56][C:54]([CH:53]1[CH2:59][CH2:60][N:50]([CH:6]2[CH2:9][C:8]3([CH2:13][CH2:12][N:11]([C:14]([O:16][C:17]([CH3:20])([CH3:19])[CH3:18])=[O:15])[CH2:10]3)[CH2:7]2)[CH2:51][CH2:52]1)=[O:55])[CH3:58], predict the reactants needed to synthesize it. The reactants are: CS(O[CH:6]1[CH2:9][C:8]2([CH2:13][CH2:12][N:11]([C:14]([O:16][C:17]([CH3:20])([CH3:19])[CH3:18])=[O:15])[CH2:10]2)[CH2:7]1)(=O)=O.COC1(C(=O)NC2(C)CCC2)CCN(C2CC3N(C(OCC)=O)C(CC3)C2)CC1.[NH:50]1[CH2:60][CH2:59][CH:53]([C:54]([O:56][CH2:57][CH3:58])=[O:55])[CH2:52][CH2:51]1. (8) The reactants are: FC(F)(F)S(O[C:7]1[CH:8]=[C:9]2[C:14](=[CH:15][C:16]=1[O:17][CH3:18])[N:13]=[CH:12][N:11]=[C:10]2[NH:19][C:20]1[CH:25]=[CH:24][CH:23]=[C:22]([Cl:26])[C:21]=1[F:27])(=O)=O.[CH:30]([O:32]CCCC)=[CH2:31].C(N(CC)CC)C.C1(P(C2C=CC=CC=2)CCCP(C2C=CC=CC=2)C2C=CC=CC=2)C=CC=CC=1.Cl.C(=O)([O-])O.[Na+]. Given the product [Cl:26][C:22]1[C:21]([F:27])=[C:20]([NH:19][C:10]2[C:9]3[C:14](=[CH:15][C:16]([O:17][CH3:18])=[C:7]([C:30](=[O:32])[CH3:31])[CH:8]=3)[N:13]=[CH:12][N:11]=2)[CH:25]=[CH:24][CH:23]=1, predict the reactants needed to synthesize it. (9) The reactants are: [C:1]([O:5][C:6]([NH:8][CH2:9][C:10]1[CH:15]=[CH:14][CH:13]=[CH:12][C:11]=1[C:16]1[S:20][C:19]([C:21]([O:23]CC)=[O:22])=[CH:18][CH:17]=1)=[O:7])([CH3:4])([CH3:3])[CH3:2].[OH-].[Li+]. Given the product [C:1]([O:5][C:6]([NH:8][CH2:9][C:10]1[CH:15]=[CH:14][CH:13]=[CH:12][C:11]=1[C:16]1[S:20][C:19]([C:21]([OH:23])=[O:22])=[CH:18][CH:17]=1)=[O:7])([CH3:4])([CH3:2])[CH3:3], predict the reactants needed to synthesize it.